This data is from Forward reaction prediction with 1.9M reactions from USPTO patents (1976-2016). The task is: Predict the product of the given reaction. (1) Given the reactants [CH2:1]([O:3][C:4]1[CH:5]=[C:6]([CH:9]=[CH:10][C:11]=1[OH:12])[CH:7]=[O:8])[CH3:2].[N+:13]([O-])([OH:15])=[O:14], predict the reaction product. The product is: [CH2:1]([O:3][C:4]1[CH:5]=[C:6]([CH:9]=[C:10]([N+:13]([O-:15])=[O:14])[C:11]=1[OH:12])[CH:7]=[O:8])[CH3:2]. (2) Given the reactants [Br-].[CH2:2]([P+](C1C=CC=CC=1)(C1C=CC=CC=1)C1C=CC=CC=1)[CH2:3][C:4]1[CH:9]=[CH:8][CH:7]=[CH:6][CH:5]=1.[Li]CCCC.[C:34]([C:38]1[CH:43]=[CH:42][C:41]([CH2:44][CH:45]([CH3:48])[CH:46]=O)=[CH:40][CH:39]=1)([CH3:37])([CH3:36])[CH3:35], predict the reaction product. The product is: [C:34]([C:38]1[CH:39]=[CH:40][C:41]([CH2:44][CH:45]([CH3:48])[CH:46]=[CH:2][CH2:3][C:4]2[CH:5]=[CH:6][CH:7]=[CH:8][CH:9]=2)=[CH:42][CH:43]=1)([CH3:37])([CH3:36])[CH3:35]. (3) Given the reactants [Br:1][C:2]1[CH:3]=[C:4]([CH:8]([C:19]2[CH:24]=[CH:23][CH:22]=[CH:21][C:20]=2C)[CH2:9][C:10]([C:13]2[CH:18]=[CH:17][N:16]=[CH:15][CH:14]=2)=NO)[CH:5]=[CH:6][CH:7]=1.C1(B(O)[OH:33])C=CC=CC=1, predict the reaction product. The product is: [Br:1][C:2]1[CH:3]=[C:4]([CH:8]([C:19]2[CH:24]=[CH:23][CH:22]=[CH:21][CH:20]=2)[CH2:9][C:10]([C:13]2[CH:18]=[CH:17][N:16]=[CH:15][CH:14]=2)=[O:33])[CH:5]=[CH:6][CH:7]=1. (4) Given the reactants [C:1]1([C:7]2[C:8]([C:18]3[CH:23]=[CH:22][C:21]([CH2:24][N:25]4[CH2:30][CH2:29][CH:28]([C:31]5[N:35]=[C:34]([C:36]6[CH:41]=[CH:40][CH:39]=[CH:38][N:37]=6)[NH:33][N:32]=5)[CH2:27][CH2:26]4)=[CH:20][CH:19]=3)=[N:9][C:10]3[CH:11]=[CH:12][NH:13][C:14](=O)[C:15]=3[CH:16]=2)[CH:6]=[CH:5][CH:4]=[CH:3][CH:2]=1.O=P(Cl)(Cl)[Cl:44].CN(C=O)C.C([O-])(O)=O.[Na+], predict the reaction product. The product is: [Cl:44][C:14]1[N:13]=[CH:12][CH:11]=[C:10]2[C:15]=1[CH:16]=[C:7]([C:1]1[CH:6]=[CH:5][CH:4]=[CH:3][CH:2]=1)[C:8]([C:18]1[CH:19]=[CH:20][C:21]([CH2:24][N:25]3[CH2:26][CH2:27][CH:28]([C:31]4[NH:35][C:34]([C:36]5[CH:41]=[CH:40][CH:39]=[CH:38][N:37]=5)=[N:33][N:32]=4)[CH2:29][CH2:30]3)=[CH:22][CH:23]=1)=[N:9]2. (5) Given the reactants [CH2:1]([O:3][C:4](=[O:25])[CH2:5][CH2:6][CH2:7][O:8][C:9]1[CH:24]=[CH:23][C:12]([CH2:13][C@@H:14]([C:16]([O:18][C:19]([CH3:22])([CH3:21])[CH3:20])=[O:17])[NH2:15])=[CH:11][CH:10]=1)[CH3:2].F[C:27]1[N:31]([CH2:32][C:33]2[CH:38]=[CH:37][CH:36]=[CH:35][CH:34]=2)[N:30]=[N:29][N:28]=1, predict the reaction product. The product is: [CH2:1]([O:3][C:4](=[O:25])[CH2:5][CH2:6][CH2:7][O:8][C:9]1[CH:10]=[CH:11][C:12]([CH2:13][C@@H:14]([C:16]([O:18][C:19]([CH3:21])([CH3:20])[CH3:22])=[O:17])[NH:15][C:27]2[N:31]([CH2:32][C:33]3[CH:34]=[CH:35][CH:36]=[CH:37][CH:38]=3)[N:30]=[N:29][N:28]=2)=[CH:23][CH:24]=1)[CH3:2]. (6) Given the reactants [CH2:1]([O:3][C:4](=[O:13])[CH2:5][C:6]1[CH:11]=[CH:10][C:9]([NH2:12])=[CH:8][CH:7]=1)[CH3:2].[Cl:14][C:15]1[CH:20]=[CH:19][C:18](F)=[C:17]([N+:22]([O-:24])=[O:23])[CH:16]=1.C(N(C(C)C)C(C)C)C, predict the reaction product. The product is: [Cl:14][C:15]1[CH:20]=[CH:19][C:18]([NH:12][C:9]2[CH:8]=[CH:7][C:6]([CH2:5][C:4]([O:3][CH2:1][CH3:2])=[O:13])=[CH:11][CH:10]=2)=[C:17]([N+:22]([O-:24])=[O:23])[CH:16]=1. (7) Given the reactants [NH2:1][C:2]1[CH:3]=[CH:4][C:5]([O:25][CH3:26])=[C:6]([CH:24]=1)[O:7][CH2:8][CH2:9][CH2:10][CH:11]1[CH2:16][CH2:15][N:14]([C:17]([O:19][C:20]([CH3:23])([CH3:22])[CH3:21])=[O:18])[CH2:13][CH2:12]1.Cl[C:28]1[N:33]=[C:32]([C:34]2[CH:35]=[CH:36][C:37]([O:42][CH:43]3[CH2:48][CH2:47][O:46][CH2:45][CH2:44]3)=[C:38]([CH:41]=2)[C:39]#[N:40])[CH:31]=[CH:30][N:29]=1, predict the reaction product. The product is: [C:39]([C:38]1[CH:41]=[C:34]([C:32]2[CH:31]=[CH:30][N:29]=[C:28]([NH:1][C:2]3[CH:3]=[CH:4][C:5]([O:25][CH3:26])=[C:6]([CH:24]=3)[O:7][CH2:8][CH2:9][CH2:10][CH:11]3[CH2:16][CH2:15][N:14]([C:17]([O:19][C:20]([CH3:22])([CH3:23])[CH3:21])=[O:18])[CH2:13][CH2:12]3)[N:33]=2)[CH:35]=[CH:36][C:37]=1[O:42][CH:43]1[CH2:48][CH2:47][O:46][CH2:45][CH2:44]1)#[N:40].